Dataset: Forward reaction prediction with 1.9M reactions from USPTO patents (1976-2016). Task: Predict the product of the given reaction. (1) Given the reactants C([C:8]([CH2:27][C:28]1[CH:33]=[CH:32][CH:31]=[C:30]([O:34][C:35]([F:40])([F:39])[CH:36]([F:38])[F:37])[CH:29]=1)([CH:12]([OH:26])[C:13]1[CH:18]=[CH:17][C:16]([O:19][C:20]2[CH:25]=[CH:24][CH:23]=[CH:22][CH:21]=2)=[CH:15][N:14]=1)[C:9]([OH:11])=[O:10])C1C=CC=CC=1.[H][H], predict the reaction product. The product is: [OH:26][CH:12]([C:13]1[CH:18]=[CH:17][C:16]([O:19][C:20]2[CH:25]=[CH:24][CH:23]=[CH:22][CH:21]=2)=[CH:15][N:14]=1)[CH:8]([CH2:27][C:28]1[CH:33]=[CH:32][CH:31]=[C:30]([O:34][C:35]([F:40])([F:39])[CH:36]([F:38])[F:37])[CH:29]=1)[C:9]([OH:11])=[O:10]. (2) Given the reactants [Cl:1][C:2]1[CH:3]=[C:4]([NH:16][C:17]2[C:18]3[N:25]([CH2:26][C:27]4[O:31][C:30]([C:32]([O:34]CC)=[O:33])=[CH:29][CH:28]=4)[CH:24]=[CH:23][C:19]=3[N:20]=[CH:21][N:22]=2)[CH:5]=[CH:6][C:7]=1[O:8][CH2:9][C:10]1[CH:15]=[CH:14][CH:13]=[CH:12][N:11]=1.O1CCCC1.[OH-].[Na+].Cl, predict the reaction product. The product is: [Cl:1][C:2]1[CH:3]=[C:4]([NH:16][C:17]2[C:18]3[N:25]([CH2:26][C:27]4[O:31][C:30]([C:32]([OH:34])=[O:33])=[CH:29][CH:28]=4)[CH:24]=[CH:23][C:19]=3[N:20]=[CH:21][N:22]=2)[CH:5]=[CH:6][C:7]=1[O:8][CH2:9][C:10]1[CH:15]=[CH:14][CH:13]=[CH:12][N:11]=1.